From a dataset of Forward reaction prediction with 1.9M reactions from USPTO patents (1976-2016). Predict the product of the given reaction. (1) Given the reactants Cl[CH2:2][C:3]([N:5]([CH:14]([C:24]1[CH:29]=[CH:28][C:27]([F:30])=[CH:26][C:25]=1[F:31])[C:15]([NH:17][CH:18]1[CH2:23][CH2:22][CH2:21][CH2:20][CH2:19]1)=[O:16])[C:6]1[CH:11]=[CH:10][C:9]([F:12])=[C:8]([F:13])[CH:7]=1)=[O:4].[Cl:32][C:33]1[N:34]=[CH:35][NH:36][C:37]=1[Cl:38].CCN(CC)CC, predict the reaction product. The product is: [CH:18]1([NH:17][C:15](=[O:16])[CH:14]([N:5]([C:6]2[CH:11]=[CH:10][C:9]([F:12])=[C:8]([F:13])[CH:7]=2)[C:3](=[O:4])[CH2:2][N:34]2[C:33]([Cl:32])=[C:37]([Cl:38])[N:36]=[CH:35]2)[C:24]2[CH:29]=[CH:28][C:27]([F:30])=[CH:26][C:25]=2[F:31])[CH2:23][CH2:22][CH2:21][CH2:20][CH2:19]1. (2) Given the reactants [Cl:1][C:2]1[CH:3]=[C:4]([CH:23]=[CH:24][C:25]=1[Cl:26])[CH2:5][N:6]1[C:18](=[O:19])[C:17]2[C:8](=[C:9]([OH:21])[C:10]3[N:11]=[CH:12][CH:13]=[N:14][C:15]=3[C:16]=2[OH:20])[C:7]1=[O:22].[CH2:27]([O:29][CH2:30][CH2:31][C:32](O)=[O:33])[CH3:28].CN(C(ON1N=NC2C=CC=CC1=2)=[N+](C)C)C.[B-](F)(F)(F)F.C(N(CC)CC)C, predict the reaction product. The product is: [Cl:1][C:2]1[CH:3]=[C:4]([CH:23]=[CH:24][C:25]=1[Cl:26])[CH2:5][N:6]1[C:7](=[O:22])[C:8]2[C:17](=[C:16]([OH:20])[C:15]3[N:14]=[CH:13][CH:12]=[N:11][C:10]=3[C:9]=2[O:21][C:32](=[O:33])[CH2:31][CH2:30][O:29][CH2:27][CH3:28])[C:18]1=[O:19]. (3) The product is: [F:44][C:2]1([F:1])[CH2:7][C@H:6]([O:8][C:9]2[CH:14]=[CH:13][C:12]([S:15]([NH:18][C:19]3[CH:24]=[CH:23][N:22]=[CH:21][N:20]=3)(=[O:16])=[O:17])=[C:11]([F:36])[C:10]=2[F:37])[C@@H:5]([C:38]2[N:42]([CH3:43])[N:41]=[CH:40][CH:39]=2)[CH2:4][CH2:3]1. Given the reactants [F:1][C:2]1([F:44])[CH2:7][C@H:6]([O:8][C:9]2[CH:14]=[CH:13][C:12]([S:15]([N:18](CC3C=CC(OC)=CC=3OC)[C:19]3[CH:24]=[CH:23][N:22]=[CH:21][N:20]=3)(=[O:17])=[O:16])=[C:11]([F:36])[C:10]=2[F:37])[C@@H:5]([C:38]2[N:42]([CH3:43])[N:41]=[CH:40][CH:39]=2)[CH2:4][CH2:3]1.C([SiH](CC)CC)C.FC(F)(F)C(O)=O, predict the reaction product. (4) Given the reactants [F:1][C:2]1[C:21]([CH3:22])=[CH:20][CH:19]=[C:18]([F:23])[C:3]=1[CH2:4][C:5]1[C:12]([C:13]#[N:14])=[C:11]([OH:15])[C:10]([O:16]C)=[CH:9][C:6]=1[C:7]#[N:8].BrC1C(C#N)=C(O)C(OC)=CC=1C#N.FC1C(C)=CC=C(F)C=1CB1OC(C)(C)C(C)(C)O1, predict the reaction product. The product is: [F:1][C:2]1[C:21]([CH3:22])=[CH:20][CH:19]=[C:18]([F:23])[C:3]=1[CH2:4][C:5]1[C:12]([C:13]#[N:14])=[C:11]([OH:15])[C:10]([OH:16])=[CH:9][C:6]=1[C:7]#[N:8]. (5) Given the reactants [Br-].[CH2:2]([N+:9]1[CH:18]=[CH:17][C:16]2[C:11](=[N:12][C:13]([NH:34][CH:35]([CH3:37])[CH3:36])=[C:14]([N:19]3[CH2:24][CH2:23][CH:22]([O:25][C:26]4[CH:31]=[CH:30][C:29]([F:32])=[CH:28][C:27]=4[F:33])[CH2:21][CH2:20]3)[N:15]=2)[CH:10]=1)[C:3]1[CH:8]=[CH:7][CH:6]=[CH:5][CH:4]=1.[BH-](OC(C)=O)(OC(C)=O)OC(C)=O.[Na+], predict the reaction product. The product is: [CH2:2]([N:9]1[CH2:18][CH2:17][C:16]2[C:11](=[N:12][C:13]([NH:34][CH:35]([CH3:37])[CH3:36])=[C:14]([N:19]3[CH2:24][CH2:23][CH:22]([O:25][C:26]4[CH:31]=[CH:30][C:29]([F:32])=[CH:28][C:27]=4[F:33])[CH2:21][CH2:20]3)[N:15]=2)[CH2:10]1)[C:3]1[CH:4]=[CH:5][CH:6]=[CH:7][CH:8]=1.